Dataset: Forward reaction prediction with 1.9M reactions from USPTO patents (1976-2016). Task: Predict the product of the given reaction. (1) Given the reactants FC(F)(F)S(O[C:7]1[C:12]([CH3:13])=[CH:11][C:10]([C:14]#[N:15])=[CH:9][C:8]=1[CH3:16])(=O)=O.[CH:19]([C:21]1[CH:22]=[C:23](B(O)O)[CH:24]=[CH:25][CH:26]=1)=[O:20].C1(P(C2CCCCC2)C2C=CC=CC=2C2C(OC)=CC=CC=2OC)CCCCC1.P([O-])([O-])([O-])=O.[K+].[K+].[K+], predict the reaction product. The product is: [CH:19]([C:21]1[CH:26]=[C:25]([C:7]2[C:12]([CH3:13])=[CH:11][C:10]([C:14]#[N:15])=[CH:9][C:8]=2[CH3:16])[CH:24]=[CH:23][CH:22]=1)=[O:20]. (2) Given the reactants [CH2:1]([O:3][C:4](=[O:8])[CH2:5][C:6]#[N:7])[CH3:2].[F:9][C:10]1[CH:17]=[CH:16][CH:15]=[C:14](F)[C:11]=1[C:12]#[N:13].C(=O)([O-])[O-].[K+].[K+].Cl.C(=O)=O, predict the reaction product. The product is: [CH2:1]([O:3][C:4](=[O:8])[CH:5]([C:6]#[N:7])[C:14]1[CH:15]=[CH:16][CH:17]=[C:10]([F:9])[C:11]=1[C:12]#[N:13])[CH3:2]. (3) Given the reactants [Cl:1][C:2]1[CH:7]=[CH:6][CH:5]=[CH:4][C:3]=1[S:8]([C@H:11]1[CH2:15][N:14](C(OC(C)(C)C)=O)[C@H:13]([C:23](=[O:30])[NH:24][C:25]2([C:28]#[N:29])[CH2:27][CH2:26]2)[CH2:12]1)(=[O:10])=[O:9], predict the reaction product. The product is: [Cl:1][C:2]1[CH:7]=[CH:6][CH:5]=[CH:4][C:3]=1[S:8]([C@H:11]1[CH2:15][NH:14][C@H:13]([C:23]([NH:24][C:25]2([C:28]#[N:29])[CH2:27][CH2:26]2)=[O:30])[CH2:12]1)(=[O:10])=[O:9].